This data is from Forward reaction prediction with 1.9M reactions from USPTO patents (1976-2016). The task is: Predict the product of the given reaction. (1) Given the reactants Br[C:2]1[CH:26]=[CH:25][C:5]2[N:6]([CH3:24])[C:7]([CH2:9][N:10]3[CH2:15][CH2:14][CH:13]([C:16]4[CH:21]=[CH:20][CH:19]=[CH:18][C:17]=4[O:22][CH3:23])[CH2:12][CH2:11]3)=[N:8][C:4]=2[CH:3]=1.C1(C(C2C=CC=CC=2)=[NH:34])C=CC=CC=1.CC([O-])(C)C.[Na+].C1C=CC(P(C2C(C3C(P(C4C=CC=CC=4)C4C=CC=CC=4)=CC=C4C=3C=CC=C4)=C3C(C=CC=C3)=CC=2)C2C=CC=CC=2)=CC=1, predict the reaction product. The product is: [CH3:23][O:22][C:17]1[CH:18]=[CH:19][CH:20]=[CH:21][C:16]=1[CH:13]1[CH2:14][CH2:15][N:10]([CH2:9][C:7]2[N:6]([CH3:24])[C:5]3[CH:25]=[CH:26][CH:2]=[C:3]([NH2:34])[C:4]=3[N:8]=2)[CH2:11][CH2:12]1. (2) Given the reactants C1COCC1.O.C([O:14][CH:15]1[C@H:20]([NH:21][C:22](=[O:38])[O:23][C@@H:24]([C:26](=[O:37])[NH:27][C@@H:28]([CH3:36])[CH2:29][C:30]2[CH:35]=[CH:34][CH:33]=[CH:32][CH:31]=2)[CH3:25])[C@@H:19]([O:39]CC2C=CC=CC=2)[C@H:18]([O:47]CC2C=CC=CC=2)[C@@H:17]([CH2:55][O:56]CC2C=CC=CC=2)[O:16]1)C1C=CC=CC=1, predict the reaction product. The product is: [OH:14][CH:15]1[C@H:20]([NH:21][C:22](=[O:38])[O:23][C@@H:24]([C:26](=[O:37])[NH:27][C@@H:28]([CH3:36])[CH2:29][C:30]2[CH:31]=[CH:32][CH:33]=[CH:34][CH:35]=2)[CH3:25])[C@@H:19]([OH:39])[C@H:18]([OH:47])[C@@H:17]([CH2:55][OH:56])[O:16]1. (3) Given the reactants [CH2:1]([N:8]1[CH2:12][CH2:11][C@@H:10]([NH:13][C:14]2[CH:19]=[N:18][CH:17]=[C:16]([Cl:20])[N:15]=2)[CH2:9]1)[C:2]1[CH:7]=[CH:6][CH:5]=[CH:4][CH:3]=1.[C:21](O[C:21]([O:23][C:24]([CH3:27])([CH3:26])[CH3:25])=[O:22])([O:23][C:24]([CH3:27])([CH3:26])[CH3:25])=[O:22], predict the reaction product. The product is: [CH2:1]([N:8]1[CH2:12][CH2:11][C@@H:10]([N:13]([C:14]2[CH:19]=[N:18][CH:17]=[C:16]([Cl:20])[N:15]=2)[C:21](=[O:22])[O:23][C:24]([CH3:27])([CH3:26])[CH3:25])[CH2:9]1)[C:2]1[CH:3]=[CH:4][CH:5]=[CH:6][CH:7]=1. (4) Given the reactants [Br:1][C:2]1[CH:3]=[CH:4][C:5]([F:11])=[C:6]([CH:10]=1)[C:7]([OH:9])=O.[CH2:12]([O:14][C:15](=[O:25])[CH2:16][O:17][C:18]1[CH:23]=[CH:22][CH:21]=[C:20]([NH2:24])[CH:19]=1)[CH3:13], predict the reaction product. The product is: [CH2:12]([O:14][C:15](=[O:25])[CH2:16][O:17][C:18]1[CH:23]=[CH:22][CH:21]=[C:20]([NH:24][C:7](=[O:9])[C:6]2[CH:10]=[C:2]([Br:1])[CH:3]=[CH:4][C:5]=2[F:11])[CH:19]=1)[CH3:13]. (5) Given the reactants [CH2:1]([O:5][C:6]1[CH:11]=[C:10]([CH3:12])[CH:9]=[CH:8][C:7]=1[NH:13][C:14](=[O:25])[NH:15][C:16]1[S:17][CH:18]=[C:19]([CH2:21][C:22]([OH:24])=O)[N:20]=1)[CH:2]([CH3:4])[CH3:3].[CH3:26][O:27][CH2:28][CH2:29][NH2:30], predict the reaction product. The product is: [CH2:1]([O:5][C:6]1[CH:11]=[C:10]([CH3:12])[CH:9]=[CH:8][C:7]=1[NH:13][C:14](=[O:25])[NH:15][C:16]1[S:17][CH:18]=[C:19]([CH2:21][C:22]([NH:30][CH2:29][CH2:28][O:27][CH3:26])=[O:24])[N:20]=1)[CH:2]([CH3:3])[CH3:4]. (6) Given the reactants N#N.I[C:4]1[CH:5]=[C:6]([NH2:12])[CH:7]=[CH:8][C:9]=1[O:10][CH3:11].[C:13]([C:16]1[CH:17]=[C:18](B(O)O)[CH:19]=[CH:20][CH:21]=1)(=[O:15])[CH3:14].C(=O)([O-])[O-].[K+].[K+].C1(P(C2C=CC=CC=2)C2C=CC=CC=2)C=CC=CC=1, predict the reaction product. The product is: [NH2:12][C:6]1[CH:7]=[CH:8][C:9]([O:10][CH3:11])=[C:4]([C:20]2[CH:19]=[CH:18][CH:17]=[C:16]([C:13](=[O:15])[CH3:14])[CH:21]=2)[CH:5]=1.